This data is from Catalyst prediction with 721,799 reactions and 888 catalyst types from USPTO. The task is: Predict which catalyst facilitates the given reaction. (1) Reactant: [O:1]([C:8]1[CH:13]=[CH:12][C:11]([CH2:14][NH:15][C:16](=[O:25])[C:17]2[CH:22]=[CH:21][C:20](Cl)=[N:19][C:18]=2[NH2:24])=[CH:10][CH:9]=1)[C:2]1[CH:7]=[CH:6][CH:5]=[CH:4][CH:3]=1.CN.[CH3:28][N:29]1CCCC1=O. Product: [O:1]([C:8]1[CH:13]=[CH:12][C:11]([CH2:14][NH:15][C:16](=[O:25])[C:17]2[CH:22]=[CH:21][C:20]([NH:29][CH3:28])=[N:19][C:18]=2[NH2:24])=[CH:10][CH:9]=1)[C:2]1[CH:7]=[CH:6][CH:5]=[CH:4][CH:3]=1. The catalyst class is: 6. (2) Reactant: O.O.[Sn](Cl)Cl.[CH3:6][C:7]1[CH:12]=[CH:11][C:10]([C:13]([CH3:15])=[O:14])=[CH:9][C:8]=1[N+:16]([O-])=O. Product: [NH2:16][C:8]1[CH:9]=[C:10]([C:13](=[O:14])[CH3:15])[CH:11]=[CH:12][C:7]=1[CH3:6]. The catalyst class is: 5. (3) Reactant: FC(F)(F)S(O[C:7]1[CH2:12][CH:11]([CH3:13])[CH2:10][C:9](=[O:14])[CH:8]=1)(=O)=O.[CH3:17][C:18]1([CH3:34])[C:22]([CH3:24])([CH3:23])[O:21][B:20]([B:20]2[O:21][C:22]([CH3:24])([CH3:23])[C:18]([CH3:34])([CH3:17])[O:19]2)[O:19]1.CC([O-])=O.[K+].ClCCl. Product: [CH3:13][CH:11]1[CH2:10][C:9](=[O:14])[CH:8]=[C:7]([B:20]2[O:21][C:22]([CH3:24])([CH3:23])[C:18]([CH3:34])([CH3:17])[O:19]2)[CH2:12]1. The catalyst class is: 75. (4) Reactant: [Cl:1][C:2]1[CH:11]=[C:10]2[C:5]([C:6]([NH:12][CH2:13][CH2:14][CH2:15][N:16]3[CH2:21][CH2:20][N:19]([CH2:22][CH2:23][CH2:24][NH:25][C:26]4[C:35]5[C:30](=[CH:31]C(Cl)=CC=5)N=CC=4)[CH2:18][CH2:17]3)=[CH:7][CH:8]=[N:9]2)=[CH:4][CH:3]=1.BrCCCCBr.C([O-])([O-])=O.[K+].[K+]. Product: [Cl:1][C:2]1[CH:11]=[C:10]2[C:5]([C:6]([NH:12][CH2:13][CH2:14][CH2:15][N:16]3[CH2:17][CH2:18][N:19]([CH2:22][CH2:23][CH2:24][N:25]4[CH2:31][CH2:30][CH2:35][CH2:26]4)[CH2:20][CH2:21]3)=[CH:7][CH:8]=[N:9]2)=[CH:4][CH:3]=1. The catalyst class is: 3. (5) Reactant: [CH3:1][C:2]1[CH:16]=[CH:15][CH:14]=[CH:13][C:3]=1[C:4]([NH:6][C@@H:7]1[CH2:12][CH2:11][CH2:10][NH:9][CH2:8]1)=[O:5].[C:17]([N:22]1[CH2:27][CH2:26][C:25](=O)[CH2:24][CH2:23]1)([O:19][CH2:20][CH3:21])=[O:18].[N-]=C=O. Product: [CH3:1][C:2]1[CH:16]=[CH:15][CH:14]=[CH:13][C:3]=1[C:4]([NH:6][C@@H:7]1[CH2:12][CH2:11][CH2:10][N:9]([CH:25]2[CH2:26][CH2:27][N:22]([C:17]([O:19][CH2:20][CH3:21])=[O:18])[CH2:23][CH2:24]2)[CH2:8]1)=[O:5]. The catalyst class is: 9. (6) Reactant: [NH:1]1[CH:5]=[C:4]([C:6]([O:8][CH2:9][CH3:10])=[O:7])[N:3]=[CH:2]1.F[C:12]1[CH:17]=[CH:16][C:15]([N+:18]([O-:20])=[O:19])=[CH:14][CH:13]=1.C(=O)([O-])[O-].[K+].[K+]. Product: [N+:18]([C:15]1[CH:16]=[CH:17][C:12]([N:1]2[CH:5]=[C:4]([C:6]([O:8][CH2:9][CH3:10])=[O:7])[N:3]=[CH:2]2)=[CH:13][CH:14]=1)([O-:20])=[O:19]. The catalyst class is: 10.